Dataset: NCI-60 drug combinations with 297,098 pairs across 59 cell lines. Task: Regression. Given two drug SMILES strings and cell line genomic features, predict the synergy score measuring deviation from expected non-interaction effect. (1) Drug 1: C1=NC2=C(N1)C(=S)N=C(N2)N. Drug 2: CN1C2=C(C=C(C=C2)N(CCCl)CCCl)N=C1CCCC(=O)O.Cl. Cell line: NCI-H522. Synergy scores: CSS=22.9, Synergy_ZIP=-12.8, Synergy_Bliss=-7.64, Synergy_Loewe=-8.44, Synergy_HSA=-5.35. (2) Drug 1: CC12CCC(CC1=CCC3C2CCC4(C3CC=C4C5=CN=CC=C5)C)O. Drug 2: C1CC(=O)NC(=O)C1N2C(=O)C3=CC=CC=C3C2=O. Cell line: NCIH23. Synergy scores: CSS=7.82, Synergy_ZIP=-1.17, Synergy_Bliss=3.58, Synergy_Loewe=1.16, Synergy_HSA=2.80. (3) Drug 1: CCC1(CC2CC(C3=C(CCN(C2)C1)C4=CC=CC=C4N3)(C5=C(C=C6C(=C5)C78CCN9C7C(C=CC9)(C(C(C8N6C)(C(=O)OC)O)OC(=O)C)CC)OC)C(=O)OC)O.OS(=O)(=O)O. Drug 2: CC1C(C(CC(O1)OC2CC(CC3=C2C(=C4C(=C3O)C(=O)C5=CC=CC=C5C4=O)O)(C(=O)C)O)N)O. Cell line: HCT116. Synergy scores: CSS=42.8, Synergy_ZIP=-4.46, Synergy_Bliss=-4.12, Synergy_Loewe=-1.19, Synergy_HSA=0.0807. (4) Drug 1: C1=C(C(=O)NC(=O)N1)F. Drug 2: C(CN)CNCCSP(=O)(O)O. Cell line: T-47D. Synergy scores: CSS=21.4, Synergy_ZIP=1.63, Synergy_Bliss=3.00, Synergy_Loewe=-4.37, Synergy_HSA=2.40.